Dataset: Peptide-MHC class II binding affinity with 134,281 pairs from IEDB. Task: Regression. Given a peptide amino acid sequence and an MHC pseudo amino acid sequence, predict their binding affinity value. This is MHC class II binding data. (1) The peptide sequence is SPPVVSFRETVLDKS. The MHC is DRB1_0101 with pseudo-sequence DRB1_0101. The binding affinity (normalized) is 0.268. (2) The peptide sequence is EKKSFAATQFEPLAA. The MHC is HLA-DPA10103-DPB10601 with pseudo-sequence HLA-DPA10103-DPB10601. The binding affinity (normalized) is 1.00. (3) The peptide sequence is AAFSKLPASTIDELK. The MHC is DRB1_0802 with pseudo-sequence DRB1_0802. The binding affinity (normalized) is 0.0429. (4) The peptide sequence is QSGFIAAAVLLSVLG. The MHC is DRB1_0701 with pseudo-sequence DRB1_0701. The binding affinity (normalized) is 0.177. (5) The peptide sequence is TGRPSFNMLKRARNR. The MHC is DRB1_1101 with pseudo-sequence DRB1_1101. The binding affinity (normalized) is 0.994. (6) The peptide sequence is PCRFVTDTPKGPKVK. The binding affinity (normalized) is 0.805. The MHC is DRB1_0101 with pseudo-sequence DRB1_0101. (7) The peptide sequence is AVHVWLRLPAGRVEI. The MHC is DRB1_1302 with pseudo-sequence DRB1_1302. The binding affinity (normalized) is 0.621.